From a dataset of Forward reaction prediction with 1.9M reactions from USPTO patents (1976-2016). Predict the product of the given reaction. (1) The product is: [NH2:1][C:2]([NH:4][C:5]1[C:6]([C:18]([NH2:20])=[O:19])=[N:7][N:8]([C:10]2[CH:15]=[CH:14][C:13]([C:23]3[CH:24]=[CH:25][CH:26]=[CH:27][C:22]=3[OH:21])=[C:12]([F:17])[CH:11]=2)[CH:9]=1)=[O:3]. Given the reactants [NH2:1][C:2]([NH:4][C:5]1[C:6]([C:18]([NH2:20])=[O:19])=[N:7][N:8]([C:10]2[CH:15]=[CH:14][C:13](Br)=[C:12]([F:17])[CH:11]=2)[CH:9]=1)=[O:3].[OH:21][C:22]1[CH:27]=[CH:26][CH:25]=[CH:24][C:23]=1B(O)O.C([O-])([O-])=O.[Cs+].[Cs+].N#N, predict the reaction product. (2) The product is: [CH2:7]([O:14][C:15](=[O:25])[C:16]1[C:17](=[CH:21][CH:22]=[CH:23][CH:24]=1)[C:18]([O-:20])=[O:19])[C:8]1[CH:13]=[CH:12][CH:11]=[CH:10][CH:9]=1.[K+:6]. Given the reactants CC([O-])(C)C.[K+:6].[CH2:7]([OH:14])[C:8]1[CH:13]=[CH:12][CH:11]=[CH:10][CH:9]=1.[C:15]1(=[O:25])[O:20][C:18](=[O:19])[C:17]2=[CH:21][CH:22]=[CH:23][CH:24]=[C:16]12, predict the reaction product. (3) Given the reactants [OH-].[Na+].C[O:4][C:5](=[O:39])[CH2:6][C:7]1[CH:8]=[N:9][CH:10]=[C:11]([C:13]2[CH:18]=[CH:17][C:16]([C:19]([CH2:37][CH3:38])([C:22]3[CH:27]=[CH:26][C:25]([O:28][CH2:29][CH:30]([OH:35])[C:31]([CH3:34])([CH3:33])[CH3:32])=[C:24]([CH3:36])[CH:23]=3)[CH2:20][CH3:21])=[CH:15][CH:14]=2)[CH:12]=1.[Cl-].[NH4+], predict the reaction product. The product is: [CH2:20]([C:19]([C:16]1[CH:15]=[CH:14][C:13]([C:11]2[CH:12]=[C:7]([CH2:6][C:5]([OH:39])=[O:4])[CH:8]=[N:9][CH:10]=2)=[CH:18][CH:17]=1)([C:22]1[CH:27]=[CH:26][C:25]([O:28][CH2:29][CH:30]([OH:35])[C:31]([CH3:33])([CH3:34])[CH3:32])=[C:24]([CH3:36])[CH:23]=1)[CH2:37][CH3:38])[CH3:21]. (4) Given the reactants Br[C:2]1[N:7]=[CH:6][C:5]2[CH:8]=[C:9]([C:18]3[CH:19]=[N:20][N:21]([C:23]([O:25][C:26]([CH3:29])([CH3:28])[CH3:27])=[O:24])[CH:22]=3)[N:10]([C:11]([O:13][C:14]([CH3:17])([CH3:16])[CH3:15])=[O:12])[C:4]=2[CH:3]=1.[O:30]1[CH2:35][CH2:34][N:33]([CH2:36][CH2:37][O:38][C:39]2[CH:45]=[CH:44][C:42]([NH2:43])=[CH:41][CH:40]=2)[CH2:32][CH2:31]1, predict the reaction product. The product is: [C:26]([O:25][C:23]([N:21]1[CH:22]=[C:18]([C:9]2[N:10]([C:11]([O:13][C:14]([CH3:16])([CH3:15])[CH3:17])=[O:12])[C:4]3[CH:3]=[C:2]([NH:43][C:42]4[CH:44]=[CH:45][C:39]([O:38][CH2:37][CH2:36][N:33]5[CH2:32][CH2:31][O:30][CH2:35][CH2:34]5)=[CH:40][CH:41]=4)[N:7]=[CH:6][C:5]=3[CH:8]=2)[CH:19]=[N:20]1)=[O:24])([CH3:27])([CH3:28])[CH3:29]. (5) The product is: [F:7][C:8]1[CH:37]=[CH:36][C:11]([CH2:12][O:13][C:14]2[CH:19]=[CH:18][N:17]([C:20]3[CH:21]=[CH:22][C:23]4[N:27]=[C:26]([CH:28]5[CH2:31][C:30]([OH:32])([CH3:5])[CH2:29]5)[N:25]([CH3:33])[C:24]=4[CH:34]=3)[C:16](=[O:35])[CH:15]=2)=[CH:10][CH:9]=1. Given the reactants [Cl-].[Ce+3].[Cl-].[Cl-].[CH3:5][Li].[F:7][C:8]1[CH:37]=[CH:36][C:11]([CH2:12][O:13][C:14]2[CH:19]=[CH:18][N:17]([C:20]3[CH:21]=[CH:22][C:23]4[N:27]=[C:26]([CH:28]5[CH2:31][C:30](=[O:32])[CH2:29]5)[N:25]([CH3:33])[C:24]=4[CH:34]=3)[C:16](=[O:35])[CH:15]=2)=[CH:10][CH:9]=1, predict the reaction product. (6) Given the reactants [Cl:1][C:2]1[CH:3]=[C:4]([C:8]2[N:13]=[C:12]([NH:14][C:15]3[CH:20]=[CH:19][C:18]([CH:21](C(F)(F)F)[C:22]([O:24][CH2:25][CH3:26])=[O:23])=[CH:17][CH:16]=3)[CH:11]=[C:10]([CH2:31][CH3:32])[N:9]=2)[CH:5]=[CH:6][CH:7]=1.O[Li].O, predict the reaction product. The product is: [Cl:1][C:2]1[CH:3]=[C:4]([C:8]2[N:13]=[C:12]([NH:14][C:15]3[CH:20]=[CH:19][C:18]([CH2:21][C:22]([O:24][CH2:25][CH3:26])=[O:23])=[CH:17][CH:16]=3)[CH:11]=[C:10]([CH2:31][CH3:32])[N:9]=2)[CH:5]=[CH:6][CH:7]=1.